This data is from NCI-60 drug combinations with 297,098 pairs across 59 cell lines. The task is: Regression. Given two drug SMILES strings and cell line genomic features, predict the synergy score measuring deviation from expected non-interaction effect. (1) Drug 2: B(C(CC(C)C)NC(=O)C(CC1=CC=CC=C1)NC(=O)C2=NC=CN=C2)(O)O. Cell line: DU-145. Synergy scores: CSS=62.7, Synergy_ZIP=4.05, Synergy_Bliss=2.74, Synergy_Loewe=-17.2, Synergy_HSA=3.72. Drug 1: C1CN1P(=S)(N2CC2)N3CC3. (2) Drug 1: CC(C1=C(C=CC(=C1Cl)F)Cl)OC2=C(N=CC(=C2)C3=CN(N=C3)C4CCNCC4)N. Drug 2: B(C(CC(C)C)NC(=O)C(CC1=CC=CC=C1)NC(=O)C2=NC=CN=C2)(O)O. Cell line: OVCAR3. Synergy scores: CSS=4.45, Synergy_ZIP=1.71, Synergy_Bliss=5.26, Synergy_Loewe=-2.51, Synergy_HSA=2.32. (3) Drug 1: CC1=CC2C(CCC3(C2CCC3(C(=O)C)OC(=O)C)C)C4(C1=CC(=O)CC4)C. Drug 2: CCC1(C2=C(COC1=O)C(=O)N3CC4=CC5=C(C=CC(=C5CN(C)C)O)N=C4C3=C2)O.Cl. Cell line: T-47D. Synergy scores: CSS=21.0, Synergy_ZIP=-10.3, Synergy_Bliss=-3.62, Synergy_Loewe=-3.61, Synergy_HSA=-3.37. (4) Drug 2: C1CN(P(=O)(OC1)NCCCl)CCCl. Drug 1: CC1=CC=C(C=C1)C2=CC(=NN2C3=CC=C(C=C3)S(=O)(=O)N)C(F)(F)F. Cell line: SF-295. Synergy scores: CSS=-0.696, Synergy_ZIP=2.13, Synergy_Bliss=1.72, Synergy_Loewe=-2.06, Synergy_HSA=-2.26.